Dataset: Reaction yield outcomes from USPTO patents with 853,638 reactions. Task: Predict the reaction yield, written as a fraction of the theoretical maximum amount of product (1.0 means a 100% yield; for example, 0.34 means a 34% yield). (1) The reactants are COC1C=CC(C[N:8]2[CH:12]=[C:11]([C:13]3[CH:18]=[CH:17][N:16]=[C:15]([O:19][C:20]4[C:21]([CH3:28])=[CH:22][C:23]([F:27])=[C:24]([NH2:26])[CH:25]=4)[N:14]=3)[CH:10]=[N:9]2)=CC=1.C(O)(C(F)(F)F)=O. The catalyst is ClCCl. The product is [NH:8]1[CH:12]=[C:11]([C:13]2[CH:18]=[CH:17][N:16]=[C:15]([O:19][C:20]3[C:21]([CH3:28])=[CH:22][C:23]([F:27])=[C:24]([NH2:26])[CH:25]=3)[N:14]=2)[CH:10]=[N:9]1. The yield is 0.680. (2) The yield is 0.990. The product is [CH3:11][C:12]1[CH:17]=[CH:16][CH:15]=[CH:14][C:13]=1[C:2]1[CH:7]=[CH:6][C:5]2[O:8][CH2:9][O:10][C:4]=2[CH:3]=1. The catalyst is C1(C)C=CC=CC=1. The reactants are Br[C:2]1[CH:7]=[CH:6][C:5]2[O:8][CH2:9][O:10][C:4]=2[CH:3]=1.[CH3:11][C:12]1[CH:17]=[CH:16][CH:15]=[CH:14][C:13]=1B(O)O.[F-].[K+].